This data is from Reaction yield outcomes from USPTO patents with 853,638 reactions. The task is: Predict the reaction yield, written as a fraction of the theoretical maximum amount of product (1.0 means a 100% yield; for example, 0.34 means a 34% yield). (1) The reactants are [CH2:1]([O:3][C:4](=[O:24])/[C:5](/[CH3:23])=[CH:6]/[C:7]1[CH:12]=[CH:11][CH:10]=[C:9]([N:13]2[C:17]([NH2:18])=[CH:16][C:15]([C:19]([CH3:22])([CH3:21])[CH3:20])=[N:14]2)[CH:8]=1)[CH3:2]. The catalyst is CO.[Pd]. The product is [NH2:18][C:17]1[N:13]([C:9]2[CH:8]=[C:7]([CH2:6][CH:5]([CH3:23])[C:4]([O:3][CH2:1][CH3:2])=[O:24])[CH:12]=[CH:11][CH:10]=2)[N:14]=[C:15]([C:19]([CH3:21])([CH3:20])[CH3:22])[CH:16]=1. The yield is 0.830. (2) The reactants are [Br:1][C:2]1[CH:7]=[CH:6][C:5]([C:8]([C:10]([C:12]2[CH:17]=[CH:16][C:15]([Br:18])=[CH:14][CH:13]=2)=O)=O)=[CH:4][CH:3]=1.[C:19]1([NH2:26])[CH:24]=[CH:23][CH:22]=[CH:21][C:20]=1[NH2:25].C(Cl)(Cl)Cl.O. The catalyst is C1(C)C=CC=CC=1. The product is [Br:1][C:2]1[CH:7]=[CH:6][C:5]([C:8]2[C:10]([C:12]3[CH:17]=[CH:16][C:15]([Br:18])=[CH:14][CH:13]=3)=[N:26][C:19]3[C:20](=[CH:21][CH:22]=[CH:23][CH:24]=3)[N:25]=2)=[CH:4][CH:3]=1. The yield is 0.990. (3) The reactants are [Al+3].[Cl-].[Cl-].[Cl-].B(Cl)(Cl)Cl.[Cl:9][C:10]1[CH:15]=[CH:14][CH:13]=[C:12]([N+:16]([O-])=O)[C:11]=1[F:19].[Cl:20][CH2:21][C:22]#N.Cl.[OH2:25]. The catalyst is C(Cl)Cl. The product is [NH2:16][C:12]1[C:11]([F:19])=[C:10]([Cl:9])[CH:15]=[CH:14][C:13]=1[C:22](=[O:25])[CH2:21][Cl:20]. The yield is 0.330. (4) The reactants are [CH2:1]([C:5]1=[CH:6][N:7]([C:25]([CH3:28])([CH3:27])[CH3:26])[S:8]/[C:9]/1=[N:10]\[C:11]([C:13]1([CH3:24])[CH2:17][CH2:16][CH:15]([C:18]([O:20]C)=[O:19])[C:14]1([CH3:23])[CH3:22])=[O:12])[CH2:2][CH2:3][CH3:4].[OH-].[K+].C(O)C.Cl. The catalyst is O. The product is [CH2:1]([C:5]1=[CH:6][N:7]([C:25]([CH3:26])([CH3:28])[CH3:27])[S:8]/[C:9]/1=[N:10]\[C:11]([C:13]1([CH3:24])[CH2:17][CH2:16][CH:15]([C:18]([OH:20])=[O:19])[C:14]1([CH3:23])[CH3:22])=[O:12])[CH2:2][CH2:3][CH3:4]. The yield is 0.750. (5) The reactants are [Br:1][C:2]1[C:3]([CH3:9])=[CH:4][C:5](F)=[N:6][CH:7]=1.[NH:10]1[CH2:15][CH2:14][O:13][CH2:12][CH2:11]1. The catalyst is CC#N.CCOC(C)=O. The yield is 0.887. The product is [Br:1][C:2]1[C:3]([CH3:9])=[CH:4][C:5]([N:10]2[CH2:15][CH2:14][O:13][CH2:12][CH2:11]2)=[N:6][CH:7]=1. (6) The reactants are [C:1]([C:3]1[CH:4]=[C:5]([B:9]([OH:11])[OH:10])[CH:6]=[CH:7][CH:8]=1)#[N:2].[CH2:12](O)[CH2:13][OH:14].CCCCCC. The catalyst is C1COCC1. The product is [B:9]([O:11][CH2:12][CH2:13][OH:14])([OH:10])[C:5]1[CH:6]=[CH:7][CH:8]=[C:3]([C:1]#[N:2])[CH:4]=1. The yield is 1.00. (7) The yield is 0.950. The product is [CH3:9][N:11]([CH3:13])[CH:12]=[N:7][C:3]1[N:2]=[N:1][CH:6]=[CH:5][CH:4]=1. The reactants are [N:1]1[CH:6]=[CH:5][CH:4]=[C:3]([NH2:7])[N:2]=1.C[C:9]([N:11]([CH3:13])[CH3:12])=O. The catalyst is CN(C=O)C.